This data is from Full USPTO retrosynthesis dataset with 1.9M reactions from patents (1976-2016). The task is: Predict the reactants needed to synthesize the given product. (1) Given the product [CH2:1]([O:3][C:4](=[O:25])[CH2:5][C:6]1[CH:7]=[C:8]([C:14]2[CH:19]=[CH:18][C:17]([N+:20]([O-:22])=[O:21])=[CH:16][C:15]=2[CH2:23][NH:28][CH2:26][CH3:27])[C:9]([O:12][CH3:13])=[CH:10][CH:11]=1)[CH3:2], predict the reactants needed to synthesize it. The reactants are: [CH2:1]([O:3][C:4](=[O:25])[CH2:5][C:6]1[CH:7]=[C:8]([C:14]2[CH:19]=[CH:18][C:17]([N+:20]([O-:22])=[O:21])=[CH:16][C:15]=2[CH:23]=O)[C:9]([O:12][CH3:13])=[CH:10][CH:11]=1)[CH3:2].[CH2:26]([NH2:28])[CH3:27]. (2) Given the product [I:18][C:7]1[CH:6]=[C:5]2[C:10](=[CH:9][CH:8]=1)[N:1]=[CH:2][N:3]=[CH:4]2, predict the reactants needed to synthesize it. The reactants are: [N:1]1[C:10]2[C:5](=[CH:6][CH:7]=[CH:8][CH:9]=2)[CH:4]=[N:3][CH:2]=1.C1C(=O)N([I:18])C(=O)C1. (3) Given the product [NH:20]1[CH:24]=[C:23]([CH:25]2[CH:34]3[CH:29]([CH:30]=[CH:31][C:32]([NH2:35])=[CH:33]3)[CH2:28][CH2:27][CH2:26]2)[N:22]=[CH:21]1, predict the reactants needed to synthesize it. The reactants are: C([N:20]1[CH:24]=[C:23]([CH:25]2[CH:34]3[CH:29]([CH:30]=[CH:31][C:32]([NH2:35])=[CH:33]3)[CH2:28][CH2:27][CH2:26]2)[N:22]=[CH:21]1)(C1C=CC=CC=1)(C1C=CC=CC=1)C1C=CC=CC=1.Cl.CO. (4) Given the product [Cl:1][C:2]1[CH:3]=[CH:4][C:5]2[N:11]3[C:33]([C:32]([F:43])([F:42])[F:31])=[N:29][N:30]=[C:10]3[C@@H:9]([CH2:13][C:14]([O:16][CH2:17][CH3:18])=[O:15])[S:8][C@H:7]([C:19]3[CH:24]=[CH:23][CH:22]=[C:21]([Cl:25])[C:20]=3[Cl:26])[C:6]=2[CH:27]=1, predict the reactants needed to synthesize it. The reactants are: [Cl:1][C:2]1[CH:3]=[CH:4][C:5]2[NH:11][C:10](=S)[C@@H:9]([CH2:13][C:14]([O:16][CH2:17][CH3:18])=[O:15])[S:8][C@H:7]([C:19]3[CH:24]=[CH:23][CH:22]=[C:21]([Cl:25])[C:20]=3[Cl:26])[C:6]=2[CH:27]=1.O.[NH2:29][NH2:30].[F:31][C:32]([F:43])([F:42])[C:33](O[C:33](=O)[C:32]([F:43])([F:42])[F:31])=O.FC(F)(F)C(O)=O.C(=O)(O)[O-].[Na+]. (5) Given the product [C:26]([O:25][CH:19]([C:4]1[C:3]([CH3:30])=[C:2]([CH3:31])[C:11]2[C:6](=[CH:7][CH:8]=[CH:9][CH:10]=2)[C:5]=1[C:12]1[CH:17]=[CH:16][C:15]([Cl:18])=[CH:14][CH:13]=1)[C:20]([O:22][CH2:23][CH3:24])=[O:21])([CH3:28])([CH3:27])[CH3:29], predict the reactants needed to synthesize it. The reactants are: Br[C:2]1[C:11]2[C:6](=[CH:7][CH:8]=[CH:9][CH:10]=2)[C:5]([C:12]2[CH:17]=[CH:16][C:15]([Cl:18])=[CH:14][CH:13]=2)=[C:4]([CH:19]([O:25][C:26]([CH3:29])([CH3:28])[CH3:27])[C:20]([O:22][CH2:23][CH3:24])=[O:21])[C:3]=1[CH3:30].[CH3:31]B1OB(C)OB(C)O1.C([O-])([O-])=O.[K+].[K+].C1(C)C=CC=CC=1. (6) The reactants are: CO[CH:3]([O:21][CH3:22])[CH2:4][N:5]1[C:10]([C:11]([O:13]C)=O)=[C:9]([O:15][CH3:16])[C:8](=[O:17])[C:7]([C:18]([OH:20])=[O:19])=[CH:6]1.CC(O)=O.CS(O)(=O)=O.[NH2:32][C@H:33](CO)[CH3:34]. Given the product [CH3:34][C@@H:33]1[N:32]2[C:11](=[O:13])[C:10]3[N:5]([CH:6]=[C:7]([C:18]([OH:20])=[O:19])[C:8](=[O:17])[C:9]=3[O:15][CH3:16])[CH2:4][C@H:3]2[O:21][CH2:22]1, predict the reactants needed to synthesize it.